From a dataset of Full USPTO retrosynthesis dataset with 1.9M reactions from patents (1976-2016). Predict the reactants needed to synthesize the given product. (1) The reactants are: C(OCCCC)CCC.[Al].[Cl-].C([Al+]CC(C)C)C(C)C.[CH2:21]=[CH:22][CH2:23][CH2:24][CH2:25][CH2:26][CH2:27][CH3:28].[CH2:29]=[CH:30][CH2:31][CH2:32][CH2:33][CH2:34][CH2:35][CH2:36][CH2:37][CH3:38]. Given the product [CH2:21]=[CH:22][CH2:23][CH2:24][CH2:25][CH2:26][CH2:27][CH3:28].[CH2:29]=[CH:30][CH2:31][CH2:32][CH2:33][CH2:34][CH2:35][CH2:36][CH2:37][CH3:38], predict the reactants needed to synthesize it. (2) Given the product [C:60]([O:59][C@@H:4]1[C:3]2[C:15]([CH3:16])([CH3:17])[C@@:14]([OH:41])([CH2:18][C@H:19]([O:20][C:21](=[O:22])[C@H:23]([O:40][C:64](=[O:71])[C:65]3[CH:70]=[CH:69][CH:68]=[N:67][CH:66]=3)[C@@H:24]([NH:31][C:32](=[O:33])[C:34]3[CH:39]=[CH:38][CH:37]=[CH:36][CH:35]=3)[C:25]3[CH:26]=[CH:27][CH:28]=[CH:29][CH:30]=3)[C:2]=2[CH3:1])[C@@H:13]([O:42][C:43](=[O:44])[C:45]2[CH:50]=[CH:49][CH:48]=[CH:47][CH:46]=2)[C@@H:12]2[C@:11]3([O:53][C:54](=[O:55])[CH3:56])[CH2:51][O:52][C@@H:10]3[CH2:9][C@H:8]([OH:57])[C@@:7]2([CH3:58])[C:5]1=[O:6])(=[O:61])[CH3:62], predict the reactants needed to synthesize it. The reactants are: [CH3:1][C:2]1[C@@H:19]([O:20][C:21]([C@H:23]([OH:40])[C@@H:24]([NH:31][C:32]([C:34]2[CH:35]=[CH:36][CH:37]=[CH:38][CH:39]=2)=[O:33])[C:25]2[CH:26]=[CH:27][CH:28]=[CH:29][CH:30]=2)=[O:22])[CH2:18][C@:14]2([OH:41])[C:15]([CH3:17])([CH3:16])[C:3]=1[C@@H:4]([O:59][C:60]([CH3:62])=[O:61])[C:5]([C@@:7]1([CH3:58])[C@H:12]([C@@H:13]2[O:42][C:43]([C:45]2[CH:46]=[CH:47][CH:48]=[CH:49][CH:50]=2)=[O:44])[C@:11]2([O:53][C:54]([CH3:56])=[O:55])[CH2:51][O:52][C@@H:10]2[CH2:9][C@@H:8]1[OH:57])=[O:6].Cl.[C:64](Cl)(=[O:71])[C:65]1[CH:70]=[CH:69][CH:68]=[N:67][CH:66]=1.